From a dataset of NCI-60 drug combinations with 297,098 pairs across 59 cell lines. Regression. Given two drug SMILES strings and cell line genomic features, predict the synergy score measuring deviation from expected non-interaction effect. (1) Cell line: K-562. Drug 1: CC=C1C(=O)NC(C(=O)OC2CC(=O)NC(C(=O)NC(CSSCCC=C2)C(=O)N1)C(C)C)C(C)C. Synergy scores: CSS=51.5, Synergy_ZIP=3.12, Synergy_Bliss=1.33, Synergy_Loewe=-49.3, Synergy_HSA=-6.46. Drug 2: C1=CN(C=N1)CC(O)(P(=O)(O)O)P(=O)(O)O. (2) Drug 1: CC1=C2C(C(=O)C3(C(CC4C(C3C(C(C2(C)C)(CC1OC(=O)C(C(C5=CC=CC=C5)NC(=O)C6=CC=CC=C6)O)O)OC(=O)C7=CC=CC=C7)(CO4)OC(=O)C)O)C)OC(=O)C. Drug 2: CS(=O)(=O)CCNCC1=CC=C(O1)C2=CC3=C(C=C2)N=CN=C3NC4=CC(=C(C=C4)OCC5=CC(=CC=C5)F)Cl. Cell line: NCI-H322M. Synergy scores: CSS=47.1, Synergy_ZIP=9.57, Synergy_Bliss=9.17, Synergy_Loewe=11.0, Synergy_HSA=11.5. (3) Drug 1: C1=C(C(=O)NC(=O)N1)N(CCCl)CCCl. Drug 2: CC1=C(C=C(C=C1)NC(=O)C2=CC=C(C=C2)CN3CCN(CC3)C)NC4=NC=CC(=N4)C5=CN=CC=C5. Cell line: EKVX. Synergy scores: CSS=2.99, Synergy_ZIP=-3.19, Synergy_Bliss=0.212, Synergy_Loewe=-1.30, Synergy_HSA=0.222. (4) Drug 1: C1=CC(=CC=C1C#N)C(C2=CC=C(C=C2)C#N)N3C=NC=N3. Drug 2: CC1CCCC2(C(O2)CC(NC(=O)CC(C(C(=O)C(C1O)C)(C)C)O)C(=CC3=CSC(=N3)C)C)C. Cell line: HOP-62. Synergy scores: CSS=29.8, Synergy_ZIP=0.837, Synergy_Bliss=-2.83, Synergy_Loewe=-16.0, Synergy_HSA=-4.22.